From a dataset of Carcinogenicity classification data from Lagunin et al.. Regression/Classification. Given a drug SMILES string, predict its toxicity properties. Task type varies by dataset: regression for continuous values (e.g., LD50, hERG inhibition percentage) or binary classification for toxic/non-toxic outcomes (e.g., AMES mutagenicity, cardiotoxicity, hepatotoxicity). Dataset: carcinogens_lagunin. (1) The molecule is CCN1C[C@]2(C)CC[C@H](O)[C@]34C1[C@H](C[C@@H]32)[C@@]1(O)C[C@H](OC)[C@H]2C[C@@H]4[C@@H]1C2O. The result is 0 (non-carcinogenic). (2) The compound is COc1cc(-c2ccc(/N=N/c3c(S(=O)(=O)O)cc4cc(S(=O)(=O)O)cc(N)c4c3O)c(OC)c2)ccc1/N=N/c1c(S(=O)(=O)O)cc2cc(S(=O)(=O)O)cc(N)c2c1O. The result is 1 (carcinogenic). (3) The drug is O=C(O)[C@H]1[C@@H](O)CC[C@H]2CN3CCc4c([nH]c5ccccc45)[C@@H]3C[C@@H]21. The result is 0 (non-carcinogenic). (4) The drug is CC(C)CCCCC(=O)NC(CCN)C(=O)NC(C(=O)NC(CCN)C(=O)NC1CCNC(=O)C(C(C)O)NC(=O)C(CCN)NC(=O)C(CCN)NC(=O)C(C(C)C)CNC(=O)C(CC(C)C)NC(=O)C(CCN)NC1=O)C(C)O. The result is 0 (non-carcinogenic).